Dataset: hERG potassium channel inhibition data for cardiac toxicity prediction from Karim et al.. Task: Regression/Classification. Given a drug SMILES string, predict its toxicity properties. Task type varies by dataset: regression for continuous values (e.g., LD50, hERG inhibition percentage) or binary classification for toxic/non-toxic outcomes (e.g., AMES mutagenicity, cardiotoxicity, hepatotoxicity). Dataset: herg_karim. (1) The molecule is C[C@@]1(c2cc(CNCCC(F)(F)F)c(F)cc2F)CCSC(N)=N1. The result is 0 (non-blocker). (2) The compound is CC[C@H](C)[C@H](C(=O)O)N1CC(CN2CCC(c3cc(Cc4ccc(OC)c(OC)c4)nn3CC)CC2)[C@@H](c2cccc(F)c2)C1. The result is 0 (non-blocker). (3) The compound is C[C@@H](O)c1cn(-c2ccc(F)cc2)c2ccc(Cl)cc12. The result is 1 (blocker). (4) The drug is COc1ccc2nccc(NC(=O)[C@H]3CC[C@H](NCc4cc5c(cn4)OCCO5)CC3)c2n1. The result is 0 (non-blocker). (5) The molecule is O=C(c1ccc(F)cc1)N1CCN(c2ccc(OCCCN3CCCCC3)cc2)C(=O)C1.O=CO. The result is 0 (non-blocker).